This data is from Catalyst prediction with 721,799 reactions and 888 catalyst types from USPTO. The task is: Predict which catalyst facilitates the given reaction. (1) Reactant: [OH:1][C@@H:2]([CH3:6])[C:3]([NH2:5])=[O:4].[H-].[Na+].Cl[C:10]1[CH:11]=[CH:12][C:13]2[N:14]([C:16]([C:19]3[O:27][C:26]4[CH:25]=[CH:24][N:23]=[C:22]([O:28][CH3:29])[C:21]=4[CH:20]=3)=[CH:17][N:18]=2)[N:15]=1. Product: [OH:1][C@@H:2]([CH3:6])[C:3]([NH:5][C:10]1[CH:11]=[CH:12][C:13]2[N:14]([C:16]([C:19]3[O:27][C:26]4[CH:25]=[CH:24][N:23]=[C:22]([O:28][CH3:29])[C:21]=4[CH:20]=3)=[CH:17][N:18]=2)[N:15]=1)=[O:4]. The catalyst class is: 3. (2) The catalyst class is: 344. Reactant: [Cl:1][C:2]1[C:3]2[N:4]([C:8]([CH:27]3[CH2:30][CH2:29][CH2:28]3)=[N:9][C:10]=2[C:11]2[CH:20]=[C:19]3[C:14]([CH:15]=[CH:16][C:17]([C:21]4[CH:26]=[CH:25][CH:24]=[CH:23][CH:22]=4)=[N:18]3)=[CH:13][CH:12]=2)[CH:5]=[CH:6][N:7]=1.C1C=C(Cl)C=C(C(OO)=[O:39])C=1. Product: [Cl:1][C:2]1[C:3]2[N:4]([C:8]([CH:27]3[CH2:30][CH2:29][CH2:28]3)=[N:9][C:10]=2[C:11]2[CH:20]=[C:19]3[C:14]([CH:15]=[CH:16][C:17]([C:21]4[CH:26]=[CH:25][CH:24]=[CH:23][CH:22]=4)=[N+:18]3[O-:39])=[CH:13][CH:12]=2)[CH:5]=[CH:6][N:7]=1. (3) Reactant: N[C:2]1[CH:3]=[CH:4][C:5]([C:25]([F:28])([F:27])[F:26])=[C:6]([CH2:8][N:9]2[CH:13]=[CH:12][C:11]([NH:14][C:15](=[O:24])[C:16]3[C:21]([F:22])=[CH:20][CH:19]=[CH:18][C:17]=3[F:23])=[N:10]2)[CH:7]=1.S(=O)(=O)(O)O.N([O-])=O.[Na+].[I-:38].[K+]. Product: [F:23][C:17]1[CH:18]=[CH:19][CH:20]=[C:21]([F:22])[C:16]=1[C:15]([NH:14][C:11]1[CH:12]=[CH:13][N:9]([CH2:8][C:6]2[CH:7]=[C:2]([I:38])[CH:3]=[CH:4][C:5]=2[C:25]([F:28])([F:27])[F:26])[N:10]=1)=[O:24]. The catalyst class is: 6. (4) Reactant: Cl[C:2](Cl)=[C:3]([C:9]1[C:14]([F:15])=[CH:13][C:12]([F:16])=[CH:11][C:10]=1[F:17])[C:4]([O:6][CH2:7][CH3:8])=[O:5].[O-:19][CH2:20][CH3:21].[Na+].C(O)(=[O:25])C. Product: [F:17][C:10]1[CH:11]=[C:12]([F:16])[CH:13]=[C:14]([F:15])[C:9]=1[CH:3]([C:4]([O:6][CH2:7][CH3:8])=[O:5])[C:2]([O:19][CH2:20][CH3:21])=[O:25]. The catalyst class is: 8. (5) Reactant: [C:1](F)(=[O:8])[C:2]1[CH:7]=[CH:6][CH:5]=[CH:4][CH:3]=1.[F:10][C:11]([F:22])([F:21])[CH:12]([NH:19][CH3:20])[CH2:13][N:14]1[CH2:17][CH:16]([OH:18])[CH2:15]1.C([O-])(O)=O.[Na+]. Product: [C:1]([O:18][CH:16]1[CH2:15][N:14]([CH2:13][CH:12]([NH:19][CH3:20])[C:11]([F:10])([F:21])[F:22])[CH2:17]1)(=[O:8])[C:2]1[CH:7]=[CH:6][CH:5]=[CH:4][CH:3]=1. The catalyst class is: 2. (6) Reactant: [CH3:1][O:2][C:3]([C:5]1[C:6]([CH3:15])=[C:7]2[N:12]([CH:13]=1)[N:11]=[CH:10][N:9]=[C:8]2Cl)=[O:4].[CH3:16][C:17]1[NH:18][C:19]2[C:24]([CH:25]=1)=[CH:23][C:22]([OH:26])=[CH:21][CH:20]=2.C(N(CC)CC)C. Product: [CH3:1][O:2][C:3]([C:5]1[C:6]([CH3:15])=[C:7]2[N:12]([CH:13]=1)[N:11]=[CH:10][N:9]=[C:8]2[O:26][C:22]1[CH:23]=[C:24]2[C:19](=[CH:20][CH:21]=1)[NH:18][C:17]([CH3:16])=[CH:25]2)=[O:4]. The catalyst class is: 10. (7) Reactant: [NH2:1][C:2]1[CH:20]=[CH:19][CH:18]=[CH:17][C:3]=1[C:4]([NH:6][C:7]1[CH:12]=[CH:11][C:10]([C:13]([CH3:16])([CH3:15])[CH3:14])=[CH:9][CH:8]=1)=[O:5].C(C1C=CC(N)=CC=1)(C)(C)C.[Si]([O:39][CH2:40][CH2:41][O:42][C:43]1[C:50]([CH3:51])=[CH:49][C:46]([CH:47]=O)=[CH:45][C:44]=1[CH3:52])(C(C)(C)C)(C)C.CC1C=CC(S(O)(=O)=O)=CC=1.OS([O-])=O.[Na+]. Product: [C:13]([C:10]1[CH:11]=[CH:12][C:7]([N:6]2[C:4](=[O:5])[C:3]3[C:2](=[CH:20][CH:19]=[CH:18][CH:17]=3)[N:1]=[C:47]2[C:46]2[CH:49]=[C:50]([CH3:51])[C:43]([O:42][CH2:41][CH2:40][OH:39])=[C:44]([CH3:52])[CH:45]=2)=[CH:8][CH:9]=1)([CH3:16])([CH3:15])[CH3:14]. The catalyst class is: 44.